From a dataset of Forward reaction prediction with 1.9M reactions from USPTO patents (1976-2016). Predict the product of the given reaction. (1) Given the reactants [NH:1]1[CH2:4][CH:3]([N:5]2[C:9]([C:10]3[CH:40]=[C:39]([Cl:41])[CH:38]=[CH:37][C:11]=3[O:12][C:13]3[CH:18]=[CH:17][C:16]([S:19]([N:22]([C:30]4[N:31]=[CH:32][S:33][CH:34]=4)C(=O)OC(C)(C)C)(=[O:21])=[O:20])=[CH:15][C:14]=3[C:35]#[N:36])=[CH:8][CH:7]=[N:6]2)[CH2:2]1, predict the reaction product. The product is: [NH:1]1[CH2:2][CH:3]([N:5]2[C:9]([C:10]3[CH:40]=[C:39]([Cl:41])[CH:38]=[CH:37][C:11]=3[O:12][C:13]3[CH:18]=[CH:17][C:16]([S:19]([NH:22][C:30]4[N:31]=[CH:32][S:33][CH:34]=4)(=[O:21])=[O:20])=[CH:15][C:14]=3[C:35]#[N:36])=[CH:8][CH:7]=[N:6]2)[CH2:4]1. (2) Given the reactants [CH2:1]([O:8][C:9]1[CH:14]=[CH:13][N:12]=[C:11]([NH2:15])[CH:10]=1)[C:2]1[CH:7]=[CH:6][CH:5]=[CH:4][CH:3]=1.[CH2:16]([OH:18])C.[CH3:19][C:20]([OH:23])([CH3:22])[CH3:21], predict the reaction product. The product is: [CH2:1]([O:8][C:9]1[CH:14]=[CH:13][N:12]=[C:11]([NH:15][C:16](=[O:18])[O:23][C:20]([CH3:22])([CH3:21])[CH3:19])[CH:10]=1)[C:2]1[CH:3]=[CH:4][CH:5]=[CH:6][CH:7]=1. (3) Given the reactants [Cl:1][C:2]1[C:7]([N:8]2[CH2:13][CH2:12][CH:11]([C:14]3[N:19]=[C:18]([O:20][CH3:21])[CH:17]=[C:16]([O:22][CH3:23])[N:15]=3)[CH2:10][CH2:9]2)=[CH:6][N:5]=[N:4][C:3]=1[NH:24][NH:25][C:26](=O)[CH2:27][CH:28]1[CH2:30][CH2:29]1.P(Cl)(Cl)(Cl)=O, predict the reaction product. The product is: [Cl:1][C:2]1[C:3]2[N:4]([C:26]([CH2:27][CH:28]3[CH2:29][CH2:30]3)=[N:25][N:24]=2)[N:5]=[CH:6][C:7]=1[N:8]1[CH2:9][CH2:10][CH:11]([C:14]2[N:15]=[C:16]([O:22][CH3:23])[CH:17]=[C:18]([O:20][CH3:21])[N:19]=2)[CH2:12][CH2:13]1. (4) Given the reactants [S:1]1[C:5](B(O)O)=[CH:4][C:3]2[CH:9]=[CH:10][CH:11]=[CH:12][C:2]1=2.[Br:13][C:14]1[CH:19]=[CH:18][C:17](I)=[C:16]([F:21])[CH:15]=1.C([O-])(O)=O.[Na+], predict the reaction product. The product is: [Br:13][C:14]1[CH:19]=[CH:18][C:17]([C:5]2[S:1][C:2]3[CH:12]=[CH:11][CH:10]=[CH:9][C:3]=3[CH:4]=2)=[C:16]([F:21])[CH:15]=1. (5) Given the reactants [F:1][C:2]1[CH:7]=[CH:6][C:5]([O:8][CH3:9])=[CH:4][C:3]=1[C:10](=[CH:13][C:14]1[CH:19]=[CH:18][CH:17]=[CH:16][CH:15]=1)[C:11]#[N:12].[BH4-].[Na+].C(O)(=O)CC(CC(O)=O)(C(O)=O)O, predict the reaction product. The product is: [F:1][C:2]1[CH:7]=[CH:6][C:5]([O:8][CH3:9])=[CH:4][C:3]=1[CH:10]([CH2:13][C:14]1[CH:15]=[CH:16][CH:17]=[CH:18][CH:19]=1)[C:11]#[N:12]. (6) Given the reactants F[C:2]1[CH:3]=[CH:4][C:5]([N+:9]([O-:11])=[O:10])=[C:6]([CH3:8])[CH:7]=1.CN1CCCC1=O.[NH2:19][CH2:20][CH2:21][CH2:22][N:23]1[CH2:27][CH2:26][CH2:25][C:24]1=[O:28].C([O-])([O-])=O.[K+].[K+], predict the reaction product. The product is: [N+:9]([C:5]1[CH:4]=[CH:3][C:2]([NH:19][CH2:20][CH2:21][CH2:22][N:23]2[CH2:27][CH2:26][CH2:25][C:24]2=[O:28])=[CH:7][C:6]=1[CH3:8])([O-:11])=[O:10]. (7) Given the reactants [Br:1][C:2]1[S:3][C:4]([C:15]([O:17]CC)=[O:16])=[C:5]([CH2:7][C:8]2[CH:13]=[CH:12][C:11]([Cl:14])=[CH:10][CH:9]=2)[N:6]=1.O1CC[CH2:22][CH2:21]1.[OH-].[Li+].O.Cl, predict the reaction product. The product is: [CH2:21]([SH:3]1[C:4]([C:15]([OH:17])=[O:16])=[C:5]([CH2:7][C:8]2[CH:9]=[CH:10][C:11]([Cl:14])=[CH:12][CH:13]=2)[N:6]=[C:2]1[Br:1])[CH3:22]. (8) The product is: [CH2:26]([N:28]1[CH2:29][CH2:30][N:31]([CH2:34][C:35]2[CH:43]=[CH:42][C:38]([C:39]([NH:2][CH:3]3[CH:8]4[CH:4]3[O:5][C:6]3[C:12]([CH3:13])=[CH:11][C:10]([O:14][C:15]5[C:16]6[CH2:17][CH2:18][C:19](=[O:25])[NH:20][C:21]=6[N:22]=[CH:23][CH:24]=5)=[CH:9][C:7]=34)=[O:40])=[CH:37][C:36]=2[C:44]([F:47])([F:45])[F:46])[CH2:32][CH2:33]1)[CH3:27]. Given the reactants Cl.[NH2:2][CH:3]1[CH:8]2[CH:4]1[O:5][C:6]1[C:12]([CH3:13])=[CH:11][C:10]([O:14][C:15]3[CH:24]=[CH:23][N:22]=[C:21]4[C:16]=3[CH2:17][CH2:18][C:19](=[O:25])[NH:20]4)=[CH:9][C:7]=12.[CH2:26]([N:28]1[CH2:33][CH2:32][N:31]([CH2:34][C:35]2[CH:43]=[CH:42][C:38]([C:39](O)=[O:40])=[CH:37][C:36]=2[C:44]([F:47])([F:46])[F:45])[CH2:30][CH2:29]1)[CH3:27].CN(C(ON1N=NC2C=CC=NC1=2)=[N+](C)C)C.F[P-](F)(F)(F)(F)F.CCN(C(C)C)C(C)C, predict the reaction product. (9) Given the reactants C[O:2][C:3](=[O:21])[C:4]1[C:9]([CH2:10][C:11]([O:13]C)=[O:12])=[CH:8][CH:7]=[CH:6][C:5]=1[CH2:15][CH2:16][S:17]C(=O)C.[OH-].[K+], predict the reaction product. The product is: [C:11]([CH2:10][C:9]1[CH:8]=[CH:7][CH:6]=[C:5]([CH2:15][CH2:16][SH:17])[C:4]=1[C:3]([OH:21])=[O:2])([OH:13])=[O:12]. (10) Given the reactants [C:1]1(=[O:5])[CH2:4][CH2:3][CH2:2]1.C[Si](C)(C)[C:8]([F:11])([F:10])[F:9].[F-].C([N+](CCCC)(CCCC)CCCC)CCC, predict the reaction product. The product is: [F:9][C:8]([F:11])([F:10])[C:1]1([OH:5])[CH2:4][CH2:3][CH2:2]1.